Dataset: Full USPTO retrosynthesis dataset with 1.9M reactions from patents (1976-2016). Task: Predict the reactants needed to synthesize the given product. (1) Given the product [CH3:11][O:10][C:8](=[O:9])[C@@H:7]([N:6]1[C:4](=[O:5])[C:3]2[C:2](=[CH:24][C:23]([I:25])=[CH:22][CH:21]=2)[N:1]=[CH:26]1)[CH2:12][NH:13][C:14]([O:16][C:17]([CH3:20])([CH3:18])[CH3:19])=[O:15], predict the reactants needed to synthesize it. The reactants are: [NH2:1][C:2]1[CH:24]=[C:23]([I:25])[CH:22]=[CH:21][C:3]=1[C:4]([NH:6][C@@H:7]([CH2:12][NH:13][C:14]([O:16][C:17]([CH3:20])([CH3:19])[CH3:18])=[O:15])[C:8]([O:10][CH3:11])=[O:9])=[O:5].[CH:26](OCC)(OCC)OCC. (2) Given the product [CH:17]([O:8][C:5]1[CH:6]=[CH:7][C:2]([O:1][C:9]2[CH:14]=[CH:13][C:12]([OH:15])=[CH:11][CH:10]=2)=[CH:3][CH:4]=1)([CH3:19])[CH3:18], predict the reactants needed to synthesize it. The reactants are: [O:1]([C:9]1[CH:14]=[CH:13][C:12]([OH:15])=[CH:11][CH:10]=1)[C:2]1[CH:7]=[CH:6][C:5]([OH:8])=[CH:4][CH:3]=1.I[CH:17]([CH3:19])[CH3:18].[OH-].[K+]. (3) The reactants are: [CH3:1][NH:2][C@@H:3]1[C:8]2[CH:9]=[CH:10][CH:11]=[CH:12][C:7]=2[C@H:6]([C:13]2[CH:14]=[CH:15][C:16]([Cl:20])=[C:17]([Cl:19])[CH:18]=2)[CH2:5][CH2:4]1.O.[ClH:22]. Given the product [CH3:1][NH:2][C@@H:3]1[C:8]2[CH:9]=[CH:10][CH:11]=[CH:12][C:7]=2[C@H:6]([C:13]2[CH:14]=[CH:15][C:16]([Cl:20])=[C:17]([Cl:19])[CH:18]=2)[CH2:5][CH2:4]1.[ClH:22], predict the reactants needed to synthesize it. (4) Given the product [C:2](=[O:14])([O:12][CH3:13])[O:3][C:4]1[CH:9]=[CH:8][C:7]([F:10])=[C:6]([NH:11][C:21]([C:20]2[N:16]([CH3:15])[N:17]=[C:18]([CH3:24])[CH:19]=2)=[O:22])[CH:5]=1, predict the reactants needed to synthesize it. The reactants are: Cl.[C:2](=[O:14])([O:12][CH3:13])[O:3][C:4]1[CH:9]=[CH:8][C:7]([F:10])=[C:6]([NH2:11])[CH:5]=1.[CH3:15][N:16]1[C:20]([C:21](Cl)=[O:22])=[CH:19][C:18]([CH3:24])=[N:17]1.